The task is: Predict which catalyst facilitates the given reaction.. This data is from Catalyst prediction with 721,799 reactions and 888 catalyst types from USPTO. (1) Reactant: C1C=CC2N(O)N=NC=2C=1.[CH3:11][CH2:12][N:13](C(C)C)[CH:14](C)[CH3:15].[Br:20][C:21]1[CH:29]=[CH:28][CH:27]=[CH:26][C:22]=1[C:23]([OH:25])=O.C(NCC)C.CCN=C=NCCCN(C)C. Product: [Br:20][C:21]1[CH:29]=[CH:28][CH:27]=[CH:26][C:22]=1[C:23]([N:13]([CH2:14][CH3:15])[CH2:12][CH3:11])=[O:25]. The catalyst class is: 2. (2) Reactant: [C:1]([C:5]1[CH:10]=[CH:9][C:8]([NH:11][C:12]([C:14]2[CH:23]=[CH:22][C:17]([C:18]([O:20]C)=[O:19])=[CH:16][CH:15]=2)=[O:13])=[CH:7][CH:6]=1)([CH3:4])([CH3:3])[CH3:2].[Li+].[OH-]. Product: [C:1]([C:5]1[CH:6]=[CH:7][C:8]([NH:11][C:12]([C:14]2[CH:15]=[CH:16][C:17]([C:18]([OH:20])=[O:19])=[CH:22][CH:23]=2)=[O:13])=[CH:9][CH:10]=1)([CH3:4])([CH3:2])[CH3:3]. The catalyst class is: 83. (3) Reactant: [Na][Na].[Cl:3][C:4]1[CH:5]=[C:6]([N:11]2[C:15](=[O:16])[NH:14][NH:13][C:12]2=[O:17])[CH:7]=[C:8]([Cl:10])[CH:9]=1.Br[CH2:19][CH:20]([O:23][Si:24]([C:27]([CH3:30])([CH3:29])[CH3:28])([CH3:26])[CH3:25])[CH2:21]Br. Product: [Si:24]([O:23][CH:20]1[CH2:21][N:13]2[C:12](=[O:17])[N:11]([C:6]3[CH:5]=[C:4]([Cl:3])[CH:9]=[C:8]([Cl:10])[CH:7]=3)[C:15](=[O:16])[N:14]2[CH2:19]1)([C:27]([CH3:28])([CH3:29])[CH3:30])([CH3:26])[CH3:25]. The catalyst class is: 3.